The task is: Predict the reactants needed to synthesize the given product.. This data is from Full USPTO retrosynthesis dataset with 1.9M reactions from patents (1976-2016). (1) Given the product [CH3:27][C:29]1[C:35]2[N:33]=[C:5]([C:4]3[CH:8]=[CH:9][CH:10]=[C:2]([CH3:1])[C:3]=3[N+:11]([O-:13])=[O:12])[NH:22][C:25]=2[CH:26]=[CH:16][CH:14]=1, predict the reactants needed to synthesize it. The reactants are: [CH3:1][C:2]1[C:3]([N+:11]([O-:13])=[O:12])=[C:4]([CH:8]=[CH:9][CH:10]=1)[C:5](O)=O.[C:14](Cl)([C:16](Cl)=O)=O.CC[N:22]([CH2:25][CH3:26])CC.[C:27](O[Na])([CH3:29])=O.C[N:33]([CH:35]=O)C. (2) The reactants are: [O:1]=[C:2]1[NH:6][C@H:5]2[CH2:7][S:8][C@@H:9]([CH2:10][CH2:11][CH2:12][CH2:13][NH:14][C:15]([NH:17][CH2:18][CH2:19][CH2:20][CH2:21][C:22]([O:24]C(C)(C)C)=[O:23])=[O:16])[C@H:4]2[NH:3]1. Given the product [O:1]=[C:2]1[NH:6][C@H:5]2[CH2:7][S:8][C@@H:9]([CH2:10][CH2:11][CH2:12][CH2:13][NH:14][C:15]([NH:17][CH2:18][CH2:19][CH2:20][CH2:21][C:22]([OH:24])=[O:23])=[O:16])[C@H:4]2[NH:3]1, predict the reactants needed to synthesize it. (3) Given the product [CH2:31]([N:33]1[CH2:38][CH2:37][N:36]([C:2]2[N:11]=[C:10]([NH:12][CH2:13][C:14]3[CH:19]=[CH:18][C:17]([NH:20][C:21](=[O:29])[C:22]4[CH:23]=[CH:24][C:25]([F:28])=[CH:26][CH:27]=4)=[CH:16][CH:15]=3)[C:9]3[C:4](=[CH:5][C:6]([CH3:30])=[CH:7][CH:8]=3)[N:3]=2)[CH2:35][CH2:34]1)[CH3:32], predict the reactants needed to synthesize it. The reactants are: Cl[C:2]1[N:11]=[C:10]([NH:12][CH2:13][C:14]2[CH:19]=[CH:18][C:17]([NH:20][C:21](=[O:29])[C:22]3[CH:27]=[CH:26][C:25]([F:28])=[CH:24][CH:23]=3)=[CH:16][CH:15]=2)[C:9]2[C:4](=[CH:5][C:6]([CH3:30])=[CH:7][CH:8]=2)[N:3]=1.[CH2:31]([N:33]1[CH2:38][CH2:37][NH:36][CH2:35][CH2:34]1)[CH3:32]. (4) Given the product [CH:1]([N:4]1[C:8]([C:9]2[CH:10]=[C:11]3[C:16](=[CH:17][C:18]=2[C:19]([F:21])([F:22])[F:20])[NH:15][C:14](=[O:23])[N:13]([N:24]([C:30](=[O:33])[CH2:31][CH3:32])[S:25]([CH3:28])(=[O:26])=[O:27])[C:12]3=[O:29])=[CH:7][CH:6]=[N:5]1)([CH3:3])[CH3:2], predict the reactants needed to synthesize it. The reactants are: [CH:1]([N:4]1[C:8]([C:9]2[CH:10]=[C:11]3[C:16](=[CH:17][C:18]=2[C:19]([F:22])([F:21])[F:20])[NH:15][C:14](=[O:23])[N:13]([NH:24][S:25]([CH3:28])(=[O:27])=[O:26])[C:12]3=[O:29])=[CH:7][CH:6]=[N:5]1)([CH3:3])[CH3:2].[C:30](Cl)(=[O:33])[CH2:31][CH3:32].